Dataset: Full USPTO retrosynthesis dataset with 1.9M reactions from patents (1976-2016). Task: Predict the reactants needed to synthesize the given product. (1) Given the product [F:1][C:2]1[CH:7]=[C:6]([I:8])[CH:5]=[CH:4][C:3]=1[NH:9][C:10]1[CH:18]=[N:17][CH:16]=[CH:15][C:11]=1[C:12]([N:23]([CH2:22][CH2:21][O:20][CH3:19])[CH3:24])=[O:14], predict the reactants needed to synthesize it. The reactants are: [F:1][C:2]1[CH:7]=[C:6]([I:8])[CH:5]=[CH:4][C:3]=1[NH:9][C:10]1[CH:18]=[N:17][CH:16]=[CH:15][C:11]=1[C:12]([OH:14])=O.[CH3:19][O:20][CH2:21][CH2:22][N:23](C)[CH3:24]. (2) The reactants are: Br[CH2:2][CH2:3][NH:4][C:5](=[O:11])[O:6][C:7]([CH3:10])([CH3:9])[CH3:8].[OH:12][C:13]1[CH:14]=[C:15]([CH:18]=[CH:19][C:20]=1[I:21])[C:16]#[N:17].C(=O)([O-])[O-].[K+].[K+].C(OCC)(=O)C. Given the product [C:7]([O:6][C:5]([NH:4][CH2:3][CH2:2][O:12][C:13]1[CH:14]=[C:15]([CH:18]=[CH:19][C:20]=1[I:21])[C:16]#[N:17])=[O:11])([CH3:10])([CH3:9])[CH3:8], predict the reactants needed to synthesize it. (3) Given the product [CH3:51][O:50][C:48]([C:46]1[CH:45]=[CH:44][C:41]2[S:42][CH:43]=[C:39]([C:26]3[CH:27]=[CH:28][C:10]([CH:11]4[CH2:16][CH2:15][N:14]([C:17]([O:19][C:20]([CH3:23])([CH3:22])[CH3:21])=[O:18])[CH2:13][CH2:12]4)=[CH:24][C:25]=3[CH3:30])[C:40]=2[CH:47]=1)=[O:49], predict the reactants needed to synthesize it. The reactants are: C12BC(CCC1)CCC2.[CH2:10]=[C:11]1[CH2:16][CH2:15][N:14]([C:17]([O:19][C:20]([CH3:23])([CH3:22])[CH3:21])=[O:18])[CH2:13][CH2:12]1.[CH3:24][C:25]1[CH:30]=C(OS(C(F)(F)F)(=O)=O)[CH:28]=[CH:27][C:26]=1[C:39]1[C:40]2[CH:47]=[C:46]([C:48]([O:50][CH3:51])=[O:49])[CH:45]=[CH:44][C:41]=2[S:42][CH:43]=1.C([O-])([O-])=O.[K+].[K+]. (4) Given the product [C:44]([O:43][C:41](=[O:42])[N:14]([CH2:15][C@@H:16]([OH:31])[C@@H:17]([NH:27][C:28](=[O:30])[CH3:29])[CH2:18][C:19]1[CH:20]=[C:21]([F:26])[CH:22]=[C:23]([F:25])[CH:24]=1)[C@@H:7]1[C:8]2[C:3](=[C:2]([Br:1])[CH:11]=[C:10]([CH2:12][CH3:13])[CH:9]=2)[CH2:4][CH2:5][CH2:6]1)([CH3:47])([CH3:46])[CH3:45], predict the reactants needed to synthesize it. The reactants are: [Br:1][C:2]1[CH:11]=[C:10]([CH2:12][CH3:13])[CH:9]=[C:8]2[C:3]=1[CH2:4][CH2:5][CH2:6][C@@H:7]2[NH:14][CH2:15][C@@H:16]([OH:31])[C@@H:17]([NH:27][C:28](=[O:30])[CH3:29])[CH2:18][C:19]1[CH:24]=[C:23]([F:25])[CH:22]=[C:21]([F:26])[CH:20]=1.CCN(C(C)C)C(C)C.[C:41](O[C:41]([O:43][C:44]([CH3:47])([CH3:46])[CH3:45])=[O:42])([O:43][C:44]([CH3:47])([CH3:46])[CH3:45])=[O:42]. (5) The reactants are: [NH2:1][C:2](=[S:14])[CH2:3][N:4]1[CH:8]=[C:7]([C:9]([O:11][CH2:12][CH3:13])=[O:10])[CH:6]=[N:5]1.Br[CH2:16][C:17]([C:19]1[CH:24]=[CH:23][CH:22]=[C:21]([N+:25]([O-:27])=[O:26])[CH:20]=1)=O. Given the product [N+:25]([C:21]1[CH:20]=[C:19]([C:17]2[N:1]=[C:2]([CH2:3][N:4]3[CH:8]=[C:7]([C:9]([O:11][CH2:12][CH3:13])=[O:10])[CH:6]=[N:5]3)[S:14][CH:16]=2)[CH:24]=[CH:23][CH:22]=1)([O-:27])=[O:26], predict the reactants needed to synthesize it. (6) Given the product [CH3:10][N:11]([C:23]1[CH:28]=[CH:27][CH:26]=[C:25]([C:29]2[N:6]3[N:7]=[CH:8][C:4]([N+:1]([O-:3])=[O:2])=[C:5]3[N:9]=[CH:31][CH:30]=2)[CH:24]=1)[S:12]([C:15]1[CH:16]=[CH:17][C:18]([O:21][CH3:22])=[CH:19][CH:20]=1)(=[O:13])=[O:14], predict the reactants needed to synthesize it. The reactants are: [N+:1]([C:4]1[CH:8]=[N:7][NH:6][C:5]=1[NH2:9])([O-:3])=[O:2].[CH3:10][N:11]([C:23]1[CH:28]=[CH:27][CH:26]=[C:25]([C:29](=O)[CH:30]=[CH:31]N(C)C)[CH:24]=1)[S:12]([C:15]1[CH:20]=[CH:19][C:18]([O:21][CH3:22])=[CH:17][CH:16]=1)(=[O:14])=[O:13].C(OCC)(=O)C. (7) The reactants are: [NH2:1][C:2]1[C:11]2[N:12]=[C:13]([CH2:23][O:24][CH2:25][CH3:26])[N:14]([NH:15][CH2:16][CH2:17][CH2:18][NH:19][C:20](=[O:22])[CH3:21])[C:10]=2[C:9]2[CH:8]=[CH:7][CH:6]=[CH:5][C:4]=2[N:3]=1.O.[OH-].[Na+]. Given the product [NH2:1][C:2]1[C:11]2[N:12]=[C:13]([CH2:23][O:24][CH2:25][CH3:26])[N:14]([NH:15][CH2:16][CH2:17][CH2:18][NH:19][C:20](=[O:22])[CH3:21])[C:10]=2[C:9]2[CH2:8][CH2:7][CH2:6][CH2:5][C:4]=2[N:3]=1, predict the reactants needed to synthesize it. (8) Given the product [CH3:2][O:23][C:22]([C:11]1[CH:12]=[C:13]([C:14]2[CH:15]=[CH:16][C:17]([F:21])=[CH:18][C:19]=2[F:20])[CH:8]=[CH:9][C:10]=1[OH:25])=[O:24], predict the reactants needed to synthesize it. The reactants are: [Si](C=[N+]=[N-])(C)(C)[CH3:2].[CH:8]1[C:13]([C:14]2[CH:15]=[CH:16][C:17]([F:21])=[CH:18][C:19]=2[F:20])=[CH:12][C:11]([C:22]([OH:24])=[O:23])=[C:10]([OH:25])[CH:9]=1. (9) Given the product [CH3:16][NH:17][C:6](=[O:8])[O:5][C:2]([CH3:4])([CH3:3])[CH3:1], predict the reactants needed to synthesize it. The reactants are: [CH3:1][C:2]([O:5][C:6]([O:8]C(OC(C)(C)C)=O)=O)([CH3:4])[CH3:3].[CH3:16][NH2:17].